From a dataset of Experimentally validated miRNA-target interactions with 360,000+ pairs, plus equal number of negative samples. Binary Classification. Given a miRNA mature sequence and a target amino acid sequence, predict their likelihood of interaction. (1) The miRNA is hsa-miR-3173-3p with sequence AAAGGAGGAAAUAGGCAGGCCA. The protein sequence of the target gene is MPQLLRNVLCVIETFHKYASEDSNGATLTGRELKQLIQGEFGDFFQPCVLHAVEKNSNLLNIDSNGIISFDEFVLAIFNLLNLCYLDIKSLLSSELRQVTKPEKEKLDDVDVQATTGDGQWTVGTSPTQEKRMLPSGMASSSQLIPEESGAVGNNRVDPWREAKTHNFPGEASEHNDPKNKHLEGDEQSQEVAQDIQTTEDNEGQLKTNKPMAGSKKTSSPTERKGQDKEISQEGDEPAREQSVSKIRDQFGEQEGNLATQSSPPKEATQRPCEDQEVRTEKEKHSNIQEPPLQREDEPS.... Result: 1 (interaction). (2) The miRNA is mmu-miR-369-5p with sequence AGAUCGACCGUGUUAUAUUCGC. The protein sequence of the target gene is MYSEIQRERADIEGLMARPEYREWNSELIKPKKLLNPVKASRSHQELHRELLMNHKRGLGMDSKPELQRVLEHRRRNQLIKKKEEELEAKRMQCPFKQELLRRQQRLNQLENPPQRDEDHAPEFIKVRENLRRITTLTSEERAL. Result: 0 (no interaction). (3) The miRNA is hsa-miR-4645-5p with sequence ACCAGGCAAGAAAUAUUGU. The protein sequence of the target gene is MTERPPSEAARSDPQLEGRDAAEASMAPPHLVLLNGVAKETSRAAAAEPPVIELGARGGPGGGPAGGGGAARDLKGRDAATAEARHRVPTTELCRPPGPAPAPAPASVTAELPGDGRMVQLSPPALAAPAAPGRALLYSLSQPLASLGSGFFGEPDAFPMFTTNNRVKRRPSPYEMEITDGPHTKVVRRIFTNSRERWRQQNVNGAFAELRKLIPTHPPDKKLSKNEILRLAMKYINFLAKLLNDQEEEGTQRAKTGKDPVVGAGGGGGGGGGGAPPDDLLQDVLSPNSSCGSSLDGAAS.... Result: 0 (no interaction). (4) Result: 0 (no interaction). The protein sequence of the target gene is MVSSQPKYDLIREVGRGSYGVVYEAVIRKTSARVAVKKIRCHAPENVELALREFWALSSIKSQHPNVIHLEECILQKDGMVQKMSHGSNSSLYLQLVETSLKGEIAFDPRSAYYLWFVMDFCDGGDMNEYLLSRKPNRKTNTSFMLQLSSALAFLHKNQIIHRDLKPDNILISQTRLDTSDLEPTLKVADFGLSKVCSASGQNPEEPVSVNKCFLSTACGTDFYMAPEVWEGHYTAKADIFALGIIIWAMLERITFIDTETKKELLGSYVKQGTEIVPVGEALLENPKMELLIPVKKKSM.... The miRNA is mmu-miR-188-5p with sequence CAUCCCUUGCAUGGUGGAGGG. (5) The miRNA is hsa-miR-3130-5p with sequence UACCCAGUCUCCGGUGCAGCC. The protein sequence of the target gene is MVCSPVTLRIAPPDRRFSRSAIPEQIISSTLSSPSSNAPDPCAKETVLSALKEKKKKRTVEEEDQIFLDGQENKRSCLVDGLTDASSAFKVPRPGPDTLQFTVDVFHFANDSRNMIYITCHLKVTLAEQDPDELNKACSFSKPSNSWFPVEGLADICQCCNKGDCGTPSHSRRQPRVVSQWSTSASL. Result: 0 (no interaction). (6) The miRNA is hsa-miR-23a-5p with sequence GGGGUUCCUGGGGAUGGGAUUU. The protein sequence of the target gene is MMDVSGVGFPSKVPWKKMSAEELENQYCPSRWVVRLGAEEALRTYSQIGIEATTRARATRKSLLHVPYGDGEGEKVDIYFPDESSEALPFFLFFHGGYWQSGSKDESAFMVHPLTAQGVAVVIVAYGIAPKGTLDHMVDQVTRSVAFVQKRYPSNKGIYLCGHSAGAHLAAMMLLADWTKHGVTPNLRGFFLVSGVFDLEPIVYTSQNVALQLTLEDAQRNSPQLKVAQAQPVDPTCRVLVVVGQFDSPEFHRQSWEFYQTLCQGEWKASFEELHDVDHFEIVENLTQKDNVLTQIILKT.... Result: 0 (no interaction). (7) The miRNA is hsa-miR-1179 with sequence AAGCAUUCUUUCAUUGGUUGG. The protein sequence of the target gene is MEVVPAEVNSLLPEEIMDTGITLVDDDSIEAVIVSSPIPMETELEEIVNINSTGDSTATPISTEPITVYSNHTNQVAVNTTITKADSNTTVKPAFPSGLQKLGAQTPVTISANQIILNKVSQTSDLKLGNQTLKPDGQKLILTTLGKSGSPIVLALPHSQLPQAQKVTTQAQSGDAKLPPQQIKVVTIGGRPEVKPVIGVSALTPGSQLINTTTQPSVLQTQQLKTVQIAKKPRTPTSGPVITKLIFAKPINSKAVTGQTTQVSPPVIAGRVLSQSTPGTPSKTITISESGVIGSTLNST.... Result: 1 (interaction). (8) The miRNA is hsa-miR-4746-3p with sequence AGCGGUGCUCCUGCGGGCCGA. The protein sequence of the target gene is MDALKSAGRALIRSPSLAKQSWAGGRHRKLPENWTDTRETLLEGMVFSLKYLGMTLVERPKGEELSAAAVKRIVATAKASGKKLQKVTLKVSPRGIILTDSLTSQLIENVSIYRISYCTADKMHDKVFAYIAQSQQNESLECHAFLCTKRKVAQAVTLTVAQAFKVAFEFWQVSKEEKEKREKANQEGGDVPGTRRDSTPSLKTLVATGNLLDLEEVAKAPLSTVSANTNNVDETPRPQVLGNNSVVWELDDGLDEAFSRLAQSRTNPQVLDTGLSAQDIHYAQCLSPTDWDKPDSSGID.... Result: 0 (no interaction).